The task is: Predict the reactants needed to synthesize the given product.. This data is from Full USPTO retrosynthesis dataset with 1.9M reactions from patents (1976-2016). (1) Given the product [CH3:1][O:2][C:3](=[O:45])[NH:4][CH:5]([C:10]([NH:12][N:13]([CH2:14][CH2:15][C:16]([C:25](=[O:36])[NH:26][CH:27]([C:32](=[O:35])[NH:33][CH3:34])[C:28]([CH3:31])([CH3:30])[CH3:29])([OH:24])[CH2:17][C:18]1[CH:23]=[CH:22][CH:21]=[CH:20][CH:19]=1)[CH2:37][C:38]1[CH:43]=[CH:42][C:41]([C:48]2[CH:47]=[N:46][CH:51]=[CH:50][CH:49]=2)=[CH:40][CH:39]=1)=[O:11])[C:6]([CH3:9])([CH3:8])[CH3:7], predict the reactants needed to synthesize it. The reactants are: [CH3:1][O:2][C:3](=[O:45])[NH:4][CH:5]([C:10]([NH:12][N:13]([CH2:37][C:38]1[CH:43]=[CH:42][C:41](Br)=[CH:40][CH:39]=1)[CH2:14][CH2:15][C:16]([C:25](=[O:36])[NH:26][CH:27]([C:32](=[O:35])[NH:33][CH3:34])[C:28]([CH3:31])([CH3:30])[CH3:29])([OH:24])[CH2:17][C:18]1[CH:23]=[CH:22][CH:21]=[CH:20][CH:19]=1)=[O:11])[C:6]([CH3:9])([CH3:8])[CH3:7].[N:46]1[CH:51]=[CH:50][CH:49]=[C:48](B(O)O)[CH:47]=1.[B-](F)(F)(F)F.CC([PH+](C(C)(C)C)C(C)(C)C)(C)C.C([O-])([O-])=O.[K+].[K+]. (2) Given the product [Br:1][C:2]1[CH:15]=[C:14]2[C:5]([O:6][C:7]3[C:8]([F:35])=[CH:9][C:10]([O:33][CH3:34])=[CH:11][C:12]=3[C:13]32[CH2:20][CH2:19][O:18][C:17]([NH2:21])=[N:16]3)=[CH:4][CH:3]=1, predict the reactants needed to synthesize it. The reactants are: [Br:1][C:2]1[CH:15]=[C:14]2[C:5]([O:6][C:7]3[C:8]([F:35])=[CH:9][C:10]([O:33][CH3:34])=[CH:11][C:12]=3[C:13]32[CH2:20][CH2:19][O:18][C:17]([NH:21]C(=O)C2C=CC([N+]([O-])=O)=CC=2)=[N:16]3)=[CH:4][CH:3]=1.[OH-].[Na+]. (3) Given the product [NH2:8][C:6]1[N:7]=[C:2]([N:19]2[CH2:18][CH:26]3[CH:21]([CH2:22][N:23]([C:27]([O:29][C:30]([CH3:33])([CH3:32])[CH3:31])=[O:28])[CH2:24][CH2:25]3)[CH2:20]2)[C:3]2[CH2:13][CH2:12][CH2:11][C:10]3[CH:14]=[CH:15][CH:16]=[CH:17][C:9]=3[C:4]=2[N:5]=1, predict the reactants needed to synthesize it. The reactants are: Cl[C:2]1[C:3]2[CH2:13][CH2:12][CH2:11][C:10]3[CH:14]=[CH:15][CH:16]=[CH:17][C:9]=3[C:4]=2[N:5]=[C:6]([NH2:8])[N:7]=1.[CH2:18]1[CH:26]2[CH:21]([CH2:22][N:23]([C:27]([O:29][C:30]([CH3:33])([CH3:32])[CH3:31])=[O:28])[CH2:24][CH2:25]2)[CH2:20][NH:19]1.COCCO.C(N(CC)C(C)C)(C)C. (4) Given the product [F:35][CH:16]1[CH2:17][N:11]([S:1]([C:4]2[CH:10]=[CH:9][C:7]([CH3:8])=[CH:6][CH:5]=2)(=[O:3])=[O:2])[CH2:12][CH2:13][N:14]([S:19]([C:22]2[CH:28]=[CH:27][C:25]([CH3:26])=[CH:24][CH:23]=2)(=[O:21])=[O:20])[CH2:15]1, predict the reactants needed to synthesize it. The reactants are: [S:1]([N:11]1[CH2:17][CH:16](O)[CH2:15][N:14]([S:19]([C:22]2[CH:28]=[CH:27][C:25]([CH3:26])=[CH:24][CH:23]=2)(=[O:21])=[O:20])[CH2:13][CH2:12]1)([C:4]1[CH:10]=[CH:9][C:7]([CH3:8])=[CH:6][CH:5]=1)(=[O:3])=[O:2].CCN(S(F)(F)[F:35])CC. (5) Given the product [NH2:1][C:2]1[N:7]=[C:6]([N:8]2[CH2:9][CH2:10][C:11]3([CH2:15][N:14]([C:16]([O:18][C:59]([CH3:62])([CH3:61])[CH3:60])=[O:17])[C@H:13]([C:26]([O:28][CH2:29][CH3:30])=[O:27])[CH2:12]3)[CH2:31][CH2:32]2)[CH:5]=[C:4]([O:33][CH2:34][C:35]2[CH:40]=[CH:39][C:38]([Cl:41])=[CH:37][C:36]=2[Br:42])[N:3]=1, predict the reactants needed to synthesize it. The reactants are: [NH2:1][C:2]1[N:7]=[C:6]([N:8]2[CH2:32][CH2:31][C:11]3([CH2:15][N:14]([C:16]([O:18]CC4C=CC=CC=4)=[O:17])[C@H:13]([C:26]([O:28][CH2:29][CH3:30])=[O:27])[CH2:12]3)[CH2:10][CH2:9]2)[CH:5]=[C:4]([O:33][CH2:34][C:35]2[CH:40]=[CH:39][C:38]([Cl:41])=[CH:37][C:36]=2[Br:42])[N:3]=1.[Si](I)(C)(C)C.CCN(CC)CC.O(C(O[C:59]([CH3:62])([CH3:61])[CH3:60])=O)C(O[C:59]([CH3:62])([CH3:61])[CH3:60])=O. (6) Given the product [CH2:32]([O:31][CH:25]([CH2:13][C:12]1[CH:11]=[CH:10][C:9]([OH:8])=[CH:16][CH:15]=1)[C:26]([O:28][CH2:29][CH3:30])=[O:27])[CH2:33][CH2:34][CH2:35][CH2:36][CH3:37], predict the reactants needed to synthesize it. The reactants are: [CH2:13]([O:8][C:9]1[CH:16]=[CH:15][C:12]([CH:13]=[O:8])=[CH:11][CH:10]=1)[C:12]1[CH:15]=[CH:16][CH:9]=[CH:10][CH:11]=1.C(OP([CH:25]([O:31][CH2:32][CH2:33][CH2:34][CH2:35][CH2:36][CH3:37])[C:26]([O:28][CH2:29][CH3:30])=[O:27])(OCC)=O)C.